The task is: Predict which catalyst facilitates the given reaction.. This data is from Catalyst prediction with 721,799 reactions and 888 catalyst types from USPTO. (1) Reactant: [CH2:1]([O:3][C:4]([CH:6]1[CH2:11][NH:10][C:9]2[CH:12]=[C:13]([Cl:17])[C:14]([Cl:16])=[CH:15][C:8]=2[O:7]1)=[O:5])[CH3:2].[C:18](=O)([O:24]C(C)(C)C)[O:19][C:20]([CH3:23])([CH3:22])[CH3:21]. Product: [CH3:2][CH2:1][O:3][C:4]([CH:6]1[CH2:11][N:10]([C:18]([O:19][C:20]([CH3:23])([CH3:22])[CH3:21])=[O:24])[C:9]2[CH:12]=[C:13]([Cl:17])[C:14]([Cl:16])=[CH:15][C:8]=2[O:7]1)=[O:5]. The catalyst class is: 230. (2) Reactant: [CH3:1][O:2][C:3]([C:5]1[S:6][C:7]([C:23]#[C:24][C:25]([CH3:28])([CH3:27])[CH3:26])=[CH:8][C:9]=1[NH:10][C@@H:11]([CH3:22])[CH2:12][CH2:13][O:14][Si](C(C)(C)C)(C)C)=[O:4].CCCC[N+](CCCC)(CCCC)CCCC.[F-]. Product: [CH3:1][O:2][C:3]([C:5]1[S:6][C:7]([C:23]#[C:24][C:25]([CH3:26])([CH3:28])[CH3:27])=[CH:8][C:9]=1[NH:10][C@@H:11]([CH3:22])[CH2:12][CH2:13][OH:14])=[O:4]. The catalyst class is: 1. (3) Reactant: [Br:1][C:2]1[CH:11]=[C:10]2[C:5]([C:6]([NH:13][CH2:14][CH:15]([CH3:17])[CH3:16])=[C:7]([NH2:12])[CH:8]=[N:9]2)=[CH:4][CH:3]=1.[CH2:18]([O:20][CH2:21][C:22](Cl)=O)[CH3:19]. Product: [Br:1][C:2]1[CH:3]=[CH:4][C:5]2[C:6]3[N:13]([CH2:14][CH:15]([CH3:17])[CH3:16])[C:19]([CH2:18][O:20][CH2:21][CH3:22])=[N:12][C:7]=3[CH:8]=[N:9][C:10]=2[CH:11]=1. The catalyst class is: 17. (4) Reactant: [NH:1]1[C:9]2[C:4](=[CH:5][CH:6]=[CH:7][CH:8]=2)[CH:3]=[C:2]1[CH2:10][OH:11].I(C1C=CC=CC=1C(O)=O)(=O)=O. Product: [NH:1]1[C:9]2[C:4](=[CH:5][CH:6]=[CH:7][CH:8]=2)[CH:3]=[C:2]1[CH:10]=[O:11]. The catalyst class is: 13. (5) Reactant: Br[C:2]1[CH:3]=[C:4]([NH:10][C:11]2[CH:16]=[CH:15][CH:14]=[CH:13][N:12]=2)[C:5](=[O:9])[N:6]([CH3:8])[CH:7]=1.[B:17]1([B:17]2[O:21][C:20]([CH3:23])([CH3:22])[C:19]([CH3:25])([CH3:24])[O:18]2)[O:21][C:20]([CH3:23])([CH3:22])[C:19]([CH3:25])([CH3:24])[O:18]1.CC(C1C=C(C(C)C)C(C2C=CC=CC=2P(C2CCCCC2)C2CCCCC2)=C(C(C)C)C=1)C.C([O-])(=O)C.[K+]. Product: [CH3:8][N:6]1[CH:7]=[C:2]([B:17]2[O:21][C:20]([CH3:23])([CH3:22])[C:19]([CH3:25])([CH3:24])[O:18]2)[CH:3]=[C:4]([NH:10][C:11]2[CH:16]=[CH:15][CH:14]=[CH:13][N:12]=2)[C:5]1=[O:9]. The catalyst class is: 102.